This data is from Reaction yield outcomes from USPTO patents with 853,638 reactions. The task is: Predict the reaction yield, written as a fraction of the theoretical maximum amount of product (1.0 means a 100% yield; for example, 0.34 means a 34% yield). (1) The reactants are [C:1]([N:4]1[C:13]2[C:8](=[CH:9][CH:10]=[CH:11][CH:12]=2)[C@H:7]([NH:14]C(=O)OCC2C=CC=CC=2)[C@@H:6]([CH3:25])[C@@H:5]1[CH:26]([CH3:28])[CH3:27])(=[O:3])[CH3:2]. The catalyst is CO.[Pd]. The product is [NH2:14][C@H:7]1[C:8]2[C:13](=[CH:12][CH:11]=[CH:10][CH:9]=2)[N:4]([C:1](=[O:3])[CH3:2])[C@@H:5]([CH:26]([CH3:28])[CH3:27])[C@@H:6]1[CH3:25]. The yield is 0.990. (2) The reactants are [C:1]([C:5]1[CH:6]=[C:7]([C:16]2[CH:17]=[C:18]([C:35]3[CH:40]=[CH:39][C:38]([C:41]([O:43][CH2:44][CH3:45])=[O:42])=[CH:37][CH:36]=3)[CH:19]=[CH:20][C:21]=2[O:22][CH2:23][CH2:24][CH2:25][CH2:26][O:27][Si](C(C)(C)C)(C)C)[CH:8]=[CH:9][C:10]=1[N:11]1[CH2:15][CH2:14][CH2:13][CH2:12]1)([CH3:4])([CH3:3])[CH3:2].[F-].C([N+](CCCC)(CCCC)CCCC)CCC. No catalyst specified. The product is [C:1]([C:5]1[CH:6]=[C:7]([C:16]2[CH:17]=[C:18]([C:35]3[CH:40]=[CH:39][C:38]([C:41]([O:43][CH2:44][CH3:45])=[O:42])=[CH:37][CH:36]=3)[CH:19]=[CH:20][C:21]=2[O:22][CH2:23][CH2:24][CH2:25][CH2:26][OH:27])[CH:8]=[CH:9][C:10]=1[N:11]1[CH2:15][CH2:14][CH2:13][CH2:12]1)([CH3:4])([CH3:2])[CH3:3]. The yield is 0.710. (3) The reactants are [C:1]([C:5]1[CH:10]=[CH:9][C:8]([C:11]2[S:12][CH:13]=[C:14]([CH:17]=O)[C:15]=2[OH:16])=[CH:7][CH:6]=1)([CH3:4])([CH3:3])[CH3:2].[NH:19]([C:21]([NH:23][C:24]1[CH:32]=[CH:31][C:27]([C:28]([OH:30])=[O:29])=[CH:26][CH:25]=1)=[S:22])[NH2:20].Cl. The catalyst is CN(C)C=O. The product is [C:1]([C:5]1[CH:6]=[CH:7][C:8]([C:11]2[S:12][CH:13]=[C:14]([CH:17]=[N:20][NH:19][C:21]([NH:23][C:24]3[CH:32]=[CH:31][C:27]([C:28]([OH:30])=[O:29])=[CH:26][CH:25]=3)=[S:22])[C:15]=2[OH:16])=[CH:9][CH:10]=1)([CH3:2])([CH3:3])[CH3:4]. The yield is 0.230. (4) The reactants are [F:1][C:2]1[CH:3]=[C:4]([C:13]([CH3:17])([CH3:16])[C:14]#[N:15])[CH:5]=[C:6]2[C:11]=1[C:10](=[O:12])[NH:9][CH:8]=[CH:7]2.[Br:18][C:19]1[CH:26]=[CH:25][CH:24]=[C:23](F)[C:20]=1[CH:21]=[O:22].C(=O)([O-])[O-].[K+].[K+].C(OCC)(=O)C. The catalyst is CC(N(C)C)=O.[Cl-].C([N+](CC)(CC)CC)C.CCCCCC.O. The product is [Br:18][C:19]1[C:20]([CH:21]=[O:22])=[C:23]([N:9]2[CH:8]=[CH:7][C:6]3[C:11](=[C:2]([F:1])[CH:3]=[C:4]([C:13]([CH3:17])([CH3:16])[C:14]#[N:15])[CH:5]=3)[C:10]2=[O:12])[CH:24]=[CH:25][CH:26]=1. The yield is 0.371. (5) The reactants are [OH:1][C:2]1[CH:10]=[CH:9][CH:8]=[C:7]2[C:3]=1[CH2:4][CH2:5][C:6]2=[O:11].[C:12](=O)([O-])[O-].[K+].[K+]. The catalyst is CC(C)=O. The product is [CH3:12][O:1][C:2]1[CH:10]=[CH:9][CH:8]=[C:7]2[C:3]=1[CH2:4][CH2:5][C:6]2=[O:11]. The yield is 0.980.